Dataset: Full USPTO retrosynthesis dataset with 1.9M reactions from patents (1976-2016). Task: Predict the reactants needed to synthesize the given product. (1) Given the product [ClH:2].[Cl:2][C:3]1[CH:8]=[CH:7][C:6]([C:9]2([C:12]3[CH2:16][C:15]4([CH2:20][CH2:19][NH:18][CH2:17]4)[O:14][N:13]=3)[CH2:11][CH2:10]2)=[CH:5][CH:4]=1, predict the reactants needed to synthesize it. The reactants are: Cl.[Cl:2][C:3]1[CH:8]=[CH:7][C:6]([C:9]2([C:12]3[CH2:16][C:15]4([CH2:20][CH2:19][N:18](C(OC(C)(C)C)=O)[CH2:17]4)[O:14][N:13]=3)[CH2:11][CH2:10]2)=[CH:5][CH:4]=1. (2) Given the product [OH:11][C:12]1[CH:21]=[CH:20][C:19]([N:22]2[CH2:23][CH2:24][N:25]([CH3:28])[CH2:26][CH2:27]2)=[C:18]2[C:13]=1[CH2:14][CH2:15][N:16]([C:29](=[O:40])[CH2:30][C:31]1[CH:32]=[CH:33][C:34]([CH:37]([CH3:38])[CH3:39])=[CH:35][CH:36]=1)[CH2:17]2, predict the reactants needed to synthesize it. The reactants are: CCO.C([O:11][C:12]1[CH:21]=[CH:20][C:19]([N:22]2[CH2:27][CH2:26][N:25]([CH3:28])[CH2:24][CH2:23]2)=[C:18]2[C:13]=1[CH2:14][CH2:15][N:16]([C:29](=[O:40])[CH2:30][C:31]1[CH:36]=[CH:35][C:34]([CH:37]([CH3:39])[CH3:38])=[CH:33][CH:32]=1)[CH2:17]2)C1C=CC=CC=1. (3) The reactants are: [NH:1]1[CH2:5][CH2:4][CH2:3][CH2:2]1.Cl[CH2:7][C:8]1[N:12]=[C:11]([N:13]2[CH2:18][CH2:17][CH:16]([C@H:19]([CH3:33])[CH2:20][CH2:21][O:22][C:23]3[CH:28]=[CH:27][C:26]([S:29]([CH3:32])(=[O:31])=[O:30])=[CH:25][CH:24]=3)[CH2:15][CH2:14]2)[O:10][N:9]=1.O. Given the product [CH3:32][S:29]([C:26]1[CH:25]=[CH:24][C:23]([O:22][CH2:21][CH2:20][C@H:19]([CH:16]2[CH2:15][CH2:14][N:13]([C:11]3[O:10][N:9]=[C:8]([CH2:7][N:1]4[CH2:5][CH2:4][CH2:3][CH2:2]4)[N:12]=3)[CH2:18][CH2:17]2)[CH3:33])=[CH:28][CH:27]=1)(=[O:31])=[O:30], predict the reactants needed to synthesize it.